This data is from Catalyst prediction with 721,799 reactions and 888 catalyst types from USPTO. The task is: Predict which catalyst facilitates the given reaction. (1) The catalyst class is: 3. Product: [Cl:1][C:2]1[N:10]=[C:9]2[C:5]([N:6]=[CH:7][N:8]2[CH3:12])=[C:4]([Cl:11])[N:3]=1. Reactant: [Cl:1][C:2]1[N:10]=[C:9]2[C:5]([N:6]=[CH:7][NH:8]2)=[C:4]([Cl:11])[N:3]=1.[C:12]([O-])([O-])=O.[K+].[K+].IC. (2) Reactant: [Cl-].O[NH3+:3].[C:4](=[O:7])([O-])[OH:5].[Na+].CS(C)=O.[OH:13][C:14]([CH3:54])([CH3:53])[CH:15]([CH3:52])[O:16][C@H:17]1[CH2:22][CH2:21][C@H:20]([N:23]2[C:28](=[O:29])[C:27]([CH2:30][C:31]3[CH:36]=[CH:35][C:34]([C:37]4[C:38]([C:43]#[N:44])=[CH:39][CH:40]=[CH:41][CH:42]=4)=[CH:33][CH:32]=3)=[C:26]([CH2:45][CH2:46][CH3:47])[N:25]3[N:48]=[C:49]([CH3:51])[N:50]=[C:24]23)[CH2:19][CH2:18]1. Product: [OH:13][C:14]([CH3:53])([CH3:54])[CH:15]([CH3:52])[O:16][C@H:17]1[CH2:22][CH2:21][C@H:20]([N:23]2[C:28](=[O:29])[C:27]([CH2:30][C:31]3[CH:36]=[CH:35][C:34]([C:37]4[CH:42]=[CH:41][CH:40]=[CH:39][C:38]=4[C:43]4[NH:3][C:4](=[O:7])[O:5][N:44]=4)=[CH:33][CH:32]=3)=[C:26]([CH2:45][CH2:46][CH3:47])[N:25]3[N:48]=[C:49]([CH3:51])[N:50]=[C:24]23)[CH2:19][CH2:18]1. The catalyst class is: 69. (3) Reactant: [CH:1]([Mg:4][Cl:5])([CH3:3])[CH3:2].[Li+].[Cl-].BrC1C=[CH:15][C:12]([C:13]#[N:14])=[CH:11]C=1. Product: [C:13]([C:12]1[CH:15]=[CH:3][C:1]([Mg:4][Cl:5])=[CH:2][CH:11]=1)#[N:14]. The catalyst class is: 1. (4) Reactant: Br[C:2]1[CH:3]=[CH:4][C:5]([F:8])=[N:6][CH:7]=1.[O:9]1[C:13]2([CH2:18][CH2:17][C:16](=[O:19])[CH2:15][CH2:14]2)[O:12][CH2:11][CH2:10]1. Product: [F:8][C:5]1[N:6]=[CH:7][C:2]([C:16]2([OH:19])[CH2:17][CH2:18][C:13]3([O:12][CH2:11][CH2:10][O:9]3)[CH2:14][CH2:15]2)=[CH:3][CH:4]=1. The catalyst class is: 28. (5) Reactant: [Cl:1][C:2]1[CH:7]=[C:6]2[NH:8][C:9](=[O:41])[C:10]3([CH:15]([C:16]4[CH:21]=[C:20]([Cl:22])[CH:19]=[CH:18][C:17]=4[O:23][C:24]([CH2:30][CH3:31])([C:27](O)=[O:28])[CH2:25][CH3:26])[CH2:14][C:13](=[O:32])[NH:12][CH:11]3[C:33]3[CH:38]=[C:37]([F:39])[CH:36]=[CH:35][C:34]=3[CH3:40])[C:5]2=[CH:4][CH:3]=1.Cl.[CH3:43][NH:44][CH3:45].CN(C(ON1N=NC2C=CC=NC1=2)=[N+](C)C)C.F[P-](F)(F)(F)(F)F.O. Product: [Cl:1][C:2]1[CH:7]=[C:6]2[NH:8][C:9](=[O:41])[C:10]3([CH:15]([C:16]4[CH:21]=[C:20]([Cl:22])[CH:19]=[CH:18][C:17]=4[O:23][C:24]([CH2:30][CH3:31])([C:27](=[O:28])[N:44]([CH3:45])[CH3:43])[CH2:25][CH3:26])[CH2:14][C:13](=[O:32])[NH:12][CH:11]3[C:33]3[CH:38]=[C:37]([F:39])[CH:36]=[CH:35][C:34]=3[CH3:40])[C:5]2=[CH:4][CH:3]=1. The catalyst class is: 241. (6) Reactant: [N+:1]([C:4]1[CH:5]=[C:6]2[C:14]3=[C:15]([CH2:17][CH2:18][CH2:19][N:13]3[C:12]3[CH2:11][CH2:10][CH2:9][CH2:8][C:7]2=3)[CH:16]=1)([O-])=O. Product: [CH:5]1[C:4]([NH2:1])=[CH:16][C:15]2[CH2:17][CH2:18][CH2:19][N:13]3[C:14]=2[C:6]=1[C:7]1[CH2:8][CH2:9][CH2:10][CH2:11][C:12]=13. The catalyst class is: 63. (7) Reactant: [CH2:1]([O:8][C:9]1[CH:10]=[C:11]2[C:15](=[CH:16][CH:17]=1)[NH:14][C:13]([CH3:18])=[C:12]2[C:19]([O:21][CH2:22][CH3:23])=[O:20])[C:2]1[CH:7]=[CH:6][CH:5]=[CH:4][CH:3]=1.I[C:25]1[CH:30]=[CH:29][CH:28]=[CH:27][CH:26]=1.P([O-])([O-])([O-])=O.[K+].[K+].[K+].CNCCNC. Product: [CH2:1]([O:8][C:9]1[CH:10]=[C:11]2[C:15](=[CH:16][CH:17]=1)[N:14]([C:25]1[CH:30]=[CH:29][CH:28]=[CH:27][CH:26]=1)[C:13]([CH3:18])=[C:12]2[C:19]([O:21][CH2:22][CH3:23])=[O:20])[C:2]1[CH:3]=[CH:4][CH:5]=[CH:6][CH:7]=1. The catalyst class is: 432. (8) Reactant: [F:1][C:2]1[CH:7]=[CH:6][C:5]([C:8](=O)[CH3:9])=[C:4]([O:11][CH2:12][O:13][CH3:14])[CH:3]=1.[CH:15]([C:17]1[CH:18]=[C:19]([CH:24]=[CH:25][CH:26]=1)[C:20]([O:22][CH3:23])=[O:21])=O.[C:27](#[N:31])[CH2:28][C:29]#[N:30].C([O-])(=O)C.[NH4+:36].[Cl-].[NH4+]. Product: [NH2:30][C:29]1[C:28]([C:27]#[N:31])=[C:15]([C:17]2[CH:18]=[C:19]([CH:24]=[CH:25][CH:26]=2)[C:20]([O:22][CH3:23])=[O:21])[CH:9]=[C:8]([C:5]2[CH:6]=[CH:7][C:2]([F:1])=[CH:3][C:4]=2[O:11][CH2:12][O:13][CH3:14])[N:36]=1. The catalyst class is: 11. (9) Reactant: Br[C:2]1[CH:3]=[CH:4][C:5]([N:15]2[CH2:19][CH2:18][CH2:17][CH2:16]2)=[C:6](/[CH:8]=[CH:9]/[C:10]([O:12][CH2:13][CH3:14])=[O:11])[CH:7]=1.[CH2:20]([O:24][CH2:25][CH2:26][O:27][C:28]1[CH:33]=[CH:32][C:31](OB(O)O)=[CH:30][CH:29]=1)[CH2:21][CH2:22][CH3:23].C(=O)([O-])[O-].[K+].[K+]. Product: [CH2:20]([O:24][CH2:25][CH2:26][O:27][C:28]1[CH:29]=[CH:30][C:31]([C:2]2[CH:3]=[CH:4][C:5]([N:15]3[CH2:19][CH2:18][CH2:17][CH2:16]3)=[C:6](/[CH:8]=[CH:9]/[C:10]([O:12][CH2:13][CH3:14])=[O:11])[CH:7]=2)=[CH:32][CH:33]=1)[CH2:21][CH2:22][CH3:23]. The catalyst class is: 460.